From a dataset of Forward reaction prediction with 1.9M reactions from USPTO patents (1976-2016). Predict the product of the given reaction. Given the reactants [CH3:1][N:2]1[C:7]2=[CH:8][NH:9][CH:10]=[C:6]2[C:5](=[O:11])[N:4]([CH3:12])[C:3]1=[O:13].Cl[CH2:15][CH2:16][S:17][C:18]([C:31]1[CH:36]=[CH:35][CH:34]=[CH:33][CH:32]=1)([C:25]1[CH:30]=[CH:29][CH:28]=[CH:27][CH:26]=1)[C:19]1[CH:24]=[CH:23][CH:22]=[CH:21][CH:20]=1.[I-].[K+].C(=O)([O-])[O-].[Cs+].[Cs+], predict the reaction product. The product is: [CH3:1][N:2]1[C:7]2=[CH:8][N:9]([CH2:15][CH2:16][S:17][C:18]([C:25]3[CH:30]=[CH:29][CH:28]=[CH:27][CH:26]=3)([C:19]3[CH:20]=[CH:21][CH:22]=[CH:23][CH:24]=3)[C:31]3[CH:36]=[CH:35][CH:34]=[CH:33][CH:32]=3)[CH:10]=[C:6]2[C:5](=[O:11])[N:4]([CH3:12])[C:3]1=[O:13].